From a dataset of Antibody paratope prediction from SAbDab with 1,023 antibody chains. Token-level Classification. Given an antibody amino acid sequence, predict which amino acid positions are active in antigen binding. Output is a list of indices for active paratope positions. Given the antibody sequence: EVQLVESGGGLVQPGGSLRLSCAASGFTFSSHDMHWVRQATGKGLEWVSGIGTAGDTYYPDSVKGRFTISRENAKNSLYLQMNSLRAGDTAVYYCARDRYSPTGHYYGMDVWGQGTTVTVSS, which amino acid positions are active in antigen binding (paratope)? The paratope positions are: [52, 82, 83, 84, 103, 104, 105, 106, 107, 108].